Dataset: Reaction yield outcomes from USPTO patents with 853,638 reactions. Task: Predict the reaction yield, written as a fraction of the theoretical maximum amount of product (1.0 means a 100% yield; for example, 0.34 means a 34% yield). (1) The reactants are CS(O[CH2:6][C@@H:7]1[C@H:10]([NH:11][C:12]([O:14][CH2:15][C:16]2[CH:21]=[CH:20][CH:19]=[CH:18][CH:17]=2)=[O:13])[C:9](=[O:22])[N:8]1[CH2:23][C:24]1[CH:29]=[CH:28][C:27]([O:30][CH3:31])=[CH:26][C:25]=1[O:32][CH3:33])(=O)=O.[CH3:34][C:35]1[N:39]=[CH:38][NH:37][N:36]=1.C([O-])([O-])=O.[K+].[K+].[Na+].[I-]. The catalyst is CN(C=O)C. The product is [CH3:33][O:32][C:25]1[CH:26]=[C:27]([O:30][CH3:31])[CH:28]=[CH:29][C:24]=1[CH2:23][N:8]1[C:9](=[O:22])[C@@H:10]([NH:11][C:12](=[O:13])[O:14][CH2:15][C:16]2[CH:17]=[CH:18][CH:19]=[CH:20][CH:21]=2)[C@H:7]1[CH2:6][N:36]1[C:35]([CH3:34])=[N:39][CH:38]=[N:37]1. The yield is 0.440. (2) The reactants are [Br:1][C:2]1[CH:3]=[N:4][CH:5]=[C:6]([CH:9]=1)[CH:7]=O.[CH2:10]([S:12]([NH2:15])(=[O:14])=[O:13])[CH3:11].C1(C)C=CC=CC=1.[BH4-].[Na+]. The catalyst is CC(C)[O-].[Ti+4].CC(C)[O-].CC(C)[O-].CC(C)[O-].O.CO. The yield is 0.790. The product is [Br:1][C:2]1[CH:9]=[C:6]([CH2:7][NH:15][S:12]([CH2:10][CH3:11])(=[O:14])=[O:13])[CH:5]=[N:4][CH:3]=1.